Dataset: Reaction yield outcomes from USPTO patents with 853,638 reactions. Task: Predict the reaction yield, written as a fraction of the theoretical maximum amount of product (1.0 means a 100% yield; for example, 0.34 means a 34% yield). (1) The reactants are [C:1]([N:4]1[CH2:9][CH2:8][CH:7]([C:10](N(OC)C)=[O:11])[CH2:6][CH2:5]1)(=[O:3])[CH3:2].[CH3:16][Mg]Br. The catalyst is O1CCCC1. The product is [N:4]1([C:1](=[O:3])[CH3:2])[CH2:5][CH2:6][CH:7]([C:10](=[O:11])[CH3:16])[CH2:8][CH2:9]1. The yield is 0.823. (2) The reactants are [OH-].[Li+].[Cl:3][C:4]1[CH:9]=[CH:8][C:7]([C:10]([NH:12][C@@H:13]([CH:18]2[CH2:23][CH2:22][CH2:21][CH2:20][CH2:19]2)[C:14]([O:16]C)=[O:15])=[O:11])=[C:6]([NH:24][C:25]([NH:27][C:28]2[C:33]([CH3:34])=[CH:32][CH:31]=[CH:30][C:29]=2[CH3:35])=[O:26])[CH:5]=1.CO.Cl. The catalyst is O.C1COCC1. The product is [Cl:3][C:4]1[CH:9]=[CH:8][C:7]([C:10]([NH:12][C@@H:13]([CH:18]2[CH2:23][CH2:22][CH2:21][CH2:20][CH2:19]2)[C:14]([OH:16])=[O:15])=[O:11])=[C:6]([NH:24][C:25]([NH:27][C:28]2[C:33]([CH3:34])=[CH:32][CH:31]=[CH:30][C:29]=2[CH3:35])=[O:26])[CH:5]=1. The yield is 0.320. (3) The reactants are [I:1][C:2]1[CH:3]=[C:4]2[C:8](=[CH:9][CH:10]=1)[NH:7][CH:6]=[CH:5]2.CC(O)=O. No catalyst specified. The product is [I:1][C:2]1[CH:3]=[C:4]2[C:8](=[CH:9][CH:10]=1)[NH:7][CH2:6][CH2:5]2. The yield is 0.990. (4) The reactants are [F:1][C:2]1[CH:3]=[C:4]([CH:13]=[CH:14][C:15]=1[CH2:16][CH2:17][N+:18]([O-:20])=O)[O:5][CH2:6][C:7]1[CH:12]=[CH:11][CH:10]=[CH:9][N:8]=1.C[O-].[Li+].[C:24]([C:26]1[C:27]([NH2:33])=[N:28][C:29]([NH2:32])=[CH:30][CH:31]=1)#[CH:25].C(N(CC)CC)C. The catalyst is [Ti](Cl)(Cl)(Cl)Cl.O.O1CCCC1.C(OCC)(=O)C.CO. The product is [F:1][C:2]1[CH:3]=[C:4]([O:5][CH2:6][C:7]2[CH:12]=[CH:11][CH:10]=[CH:9][N:8]=2)[CH:13]=[CH:14][C:15]=1[CH2:16][C:17]1[CH:25]=[C:24]([C:26]2[C:27]([NH2:33])=[N:28][C:29]([NH2:32])=[CH:30][CH:31]=2)[O:20][N:18]=1. The yield is 0.0172.